Dataset: Merck oncology drug combination screen with 23,052 pairs across 39 cell lines. Task: Regression. Given two drug SMILES strings and cell line genomic features, predict the synergy score measuring deviation from expected non-interaction effect. (1) Drug 1: O=P1(N(CCCl)CCCl)NCCCO1. Drug 2: CCN(CC)CCNC(=O)c1c(C)[nH]c(C=C2C(=O)Nc3ccc(F)cc32)c1C. Cell line: A2780. Synergy scores: synergy=3.45. (2) Drug 1: C#Cc1cccc(Nc2ncnc3cc(OCCOC)c(OCCOC)cc23)c1. Drug 2: Cc1nc(Nc2ncc(C(=O)Nc3c(C)cccc3Cl)s2)cc(N2CCN(CCO)CC2)n1. Cell line: MSTO. Synergy scores: synergy=-113. (3) Drug 1: CN1C(=O)C=CC2(C)C3CCC4(C)C(NC(=O)OCC(F)(F)F)CCC4C3CCC12. Drug 2: COc1cc(C2c3cc4c(cc3C(OC3OC5COC(C)OC5C(O)C3O)C3COC(=O)C23)OCO4)cc(OC)c1O. Cell line: SKMEL30. Synergy scores: synergy=21.9. (4) Drug 1: COc1cccc2c1C(=O)c1c(O)c3c(c(O)c1C2=O)CC(O)(C(=O)CO)CC3OC1CC(N)C(O)C(C)O1. Drug 2: COC1CC2CCC(C)C(O)(O2)C(=O)C(=O)N2CCCCC2C(=O)OC(C(C)CC2CCC(OP(C)(C)=O)C(OC)C2)CC(=O)C(C)C=C(C)C(O)C(OC)C(=O)C(C)CC(C)C=CC=CC=C1C. Cell line: NCIH23. Synergy scores: synergy=-9.72. (5) Drug 1: O=C(CCCCCCC(=O)Nc1ccccc1)NO. Drug 2: O=C(O)C1(Cc2cccc(Nc3nccs3)n2)CCC(Oc2cccc(Cl)c2F)CC1. Cell line: NCIH520. Synergy scores: synergy=1.50. (6) Drug 1: CCC1(O)CC2CN(CCc3c([nH]c4ccccc34)C(C(=O)OC)(c3cc4c(cc3OC)N(C)C3C(O)(C(=O)OC)C(OC(C)=O)C5(CC)C=CCN6CCC43C65)C2)C1. Drug 2: NC1(c2ccc(-c3nc4ccn5c(=O)[nH]nc5c4cc3-c3ccccc3)cc2)CCC1. Cell line: UWB1289BRCA1. Synergy scores: synergy=21.6.